From a dataset of Reaction yield outcomes from USPTO patents with 853,638 reactions. Predict the reaction yield, written as a fraction of the theoretical maximum amount of product (1.0 means a 100% yield; for example, 0.34 means a 34% yield). The reactants are Cl[C:2]1[C:7]([C:8]([F:11])([F:10])[F:9])=[CH:6][N:5]=[C:4]([NH:12][C:13]2[CH:27]=[CH:26][C:16]([CH2:17][P:18](=[O:25])([O:22][CH2:23][CH3:24])[O:19][CH2:20][CH3:21])=[CH:15][C:14]=2[O:28][CH2:29][CH3:30])[N:3]=1.[NH2:31][C:32]1[CH:33]=[CH:34][C:35]([C@H:43]2[CH2:48][CH2:47][C@H:46]([C:49]([O:51][CH2:52][CH3:53])=[O:50])[CH2:45][CH2:44]2)=[C:36]2[C:40]=1[C:39](=[O:41])[N:38]([CH3:42])[CH2:37]2. No catalyst specified. The product is [CH2:20]([O:19][P:18]([CH2:17][C:16]1[CH:26]=[CH:27][C:13]([NH:12][C:4]2[N:3]=[C:2]([NH:31][C:32]3[CH:33]=[CH:34][C:35]([C@H:43]4[CH2:44][CH2:45][C@H:46]([C:49]([O:51][CH2:52][CH3:53])=[O:50])[CH2:47][CH2:48]4)=[C:36]4[C:40]=3[C:39](=[O:41])[N:38]([CH3:42])[CH2:37]4)[C:7]([C:8]([F:11])([F:10])[F:9])=[CH:6][N:5]=2)=[C:14]([O:28][CH2:29][CH3:30])[CH:15]=1)([O:22][CH2:23][CH3:24])=[O:25])[CH3:21]. The yield is 0.650.